The task is: Regression. Given a peptide amino acid sequence and an MHC pseudo amino acid sequence, predict their binding affinity value. This is MHC class II binding data.. This data is from Peptide-MHC class II binding affinity with 134,281 pairs from IEDB. (1) The peptide sequence is EHELYVAVLSNALHR. The MHC is DRB3_0202 with pseudo-sequence DRB3_0202. The binding affinity (normalized) is 0.683. (2) The peptide sequence is SKGGMRNVFDEVIPT. The MHC is DRB1_0802 with pseudo-sequence DRB1_0802. The binding affinity (normalized) is 0.0348. (3) The peptide sequence is RCALHWFPGSHLLHV. The MHC is DRB1_0802 with pseudo-sequence DRB1_0802. The binding affinity (normalized) is 0.189. (4) The peptide sequence is GTVVLTATFALGAAL. The MHC is DRB4_0101 with pseudo-sequence DRB4_0103. The binding affinity (normalized) is 0.350.